From a dataset of Reaction yield outcomes from USPTO patents with 853,638 reactions. Predict the reaction yield, written as a fraction of the theoretical maximum amount of product (1.0 means a 100% yield; for example, 0.34 means a 34% yield). The reactants are [Br:1][C:2]1[CH:3]=[CH:4][C:5]2[N:9]=[C:8](C(Cl)(Cl)Cl)[N:7]([C:14]3[CH:19]=[CH:18][N:17]=[C:16]([NH2:20])[N:15]=3)[C:6]=2[CH:21]=1.C(=O)([O-])[O-].[Cs+].[Cs+].[CH3:28][O:29][CH2:30][CH2:31][NH2:32]. No catalyst specified. The product is [NH2:20][C:16]1[N:15]=[C:14]([N:7]2[C:6]3[CH:21]=[C:2]([Br:1])[CH:3]=[CH:4][C:5]=3[N:9]=[C:8]2[NH:32][CH2:31][CH2:30][O:29][CH3:28])[CH:19]=[CH:18][N:17]=1. The yield is 0.390.